Dataset: Catalyst prediction with 721,799 reactions and 888 catalyst types from USPTO. Task: Predict which catalyst facilitates the given reaction. (1) Reactant: [CH3:1][C:2]1[CH:10]=[CH:9][C:8]2[N:7]([CH:11]=[C:12]([C:14]3[CH:19]=[CH:18][N:17]=[CH:16][CH:15]=3)[CH3:13])[C:6]3[CH2:20][CH2:21][NH:22][CH2:23][C:5]=3[C:4]=2[CH:3]=1.C(=O)([O-])[O-].[K+].[K+].Cl[CH2:31][C:32](=[O:34])[CH3:33]. Product: [CH3:1][C:2]1[CH:10]=[CH:9][C:8]2[N:7]([CH:11]=[C:12]([C:14]3[CH:19]=[CH:18][N:17]=[CH:16][CH:15]=3)[CH3:13])[C:6]3[CH2:20][CH2:21][N:22]([CH2:31][C:32](=[O:34])[CH3:33])[CH2:23][C:5]=3[C:4]=2[CH:3]=1. The catalyst class is: 10. (2) Reactant: [ClH:1].[CH3:2][NH:3][CH3:4].Cl.[CH2:6]=O.[C:8]([C:11]1[S:12][CH:13]=[CH:14][CH:15]=1)(=[O:10])[CH3:9]. Product: [ClH:1].[CH3:2][N:3]([CH2:6][CH2:9][C:8]([C:11]1[S:12][CH:13]=[CH:14][CH:15]=1)=[O:10])[CH3:4]. The catalyst class is: 32. (3) Reactant: [NH2:1][C:2]1[C:7]([C:8]([C:10]2[CH:15]=[CH:14][CH:13]=[CH:12][N:11]=2)=O)=[CH:6][CH:5]=[CH:4][N:3]=1.O.NN.[OH-].[K+]. Product: [N:11]1[CH:12]=[CH:13][CH:14]=[CH:15][C:10]=1[CH2:8][C:7]1[C:2]([NH2:1])=[N:3][CH:4]=[CH:5][CH:6]=1. The catalyst class is: 746. (4) Reactant: [CH2:1]=[C:2]1[O:6][C:4](=[O:5])[CH2:3]1.CC(OC)(C)C.[NH2:13][CH2:14][CH2:15][N:16]1[CH2:20][CH2:19][CH2:18][CH2:17]1. Product: [O:6]=[C:2]([CH3:1])[CH2:3][C:4]([NH:13][CH2:14][CH2:15][N:16]1[CH2:20][CH2:19][CH2:18][CH2:17]1)=[O:5]. The catalyst class is: 2. (5) Reactant: [NH2:1][CH2:2][CH2:3][CH2:4][N:5]([C:35]1[CH:40]=[CH:39][CH:38]=[C:37]([Cl:41])[CH:36]=1)[C:6]1[CH:7]=[C:8]([CH:32]=[CH:33][CH:34]=1)[C:9]([NH:11][C@@H:12]([CH2:25][CH:26]1[CH2:31][CH2:30][CH2:29][CH2:28][CH2:27]1)[CH2:13][N:14]([CH3:24])[C:15](=[O:23])[O:16][CH2:17][CH2:18][Si:19]([CH3:22])([CH3:21])[CH3:20])=[O:10].C(N(CC)CC)C.Cl[C:50]([O:52][CH3:53])=[O:51]. Product: [Cl:41][C:37]1[CH:36]=[C:35]([N:5]([CH2:4][CH2:3][CH2:2][NH:1][C:50]([O:52][CH3:53])=[O:51])[C:6]2[CH:7]=[C:8]([CH:32]=[CH:33][CH:34]=2)[C:9]([NH:11][C@@H:12]([CH2:25][CH:26]2[CH2:27][CH2:28][CH2:29][CH2:30][CH2:31]2)[CH2:13][N:14]([CH3:24])[C:15](=[O:23])[O:16][CH2:17][CH2:18][Si:19]([CH3:22])([CH3:21])[CH3:20])=[O:10])[CH:40]=[CH:39][CH:38]=1. The catalyst class is: 143. (6) Reactant: [CH:1]([O:4][C:5]1[C:14]2[C:9](=[CH:10][C:11](OS(C(F)(F)F)(=O)=O)=[CH:12][CH:13]=2)[CH:8]=[C:7]([NH:23][C:24]2[CH:28]=[C:27]([CH3:29])[NH:26][N:25]=2)[N:6]=1)([CH3:3])[CH3:2].[CH3:30][N:31]1[CH2:36][CH2:35][NH:34][CH2:33][CH2:32]1. Product: [CH:1]([O:4][C:5]1[C:14]2[C:9](=[CH:10][C:11]([N:34]3[CH2:35][CH2:36][N:31]([CH3:30])[CH2:32][CH2:33]3)=[CH:12][CH:13]=2)[CH:8]=[C:7]([NH:23][C:24]2[CH:28]=[C:27]([CH3:29])[NH:26][N:25]=2)[N:6]=1)([CH3:3])[CH3:2]. The catalyst class is: 37.